Dataset: Catalyst prediction with 721,799 reactions and 888 catalyst types from USPTO. Task: Predict which catalyst facilitates the given reaction. (1) Reactant: C([S:4][CH2:5][C:6]1[CH:7]=[C:8]([C:22]([O:24]C)=[O:23])[C:9]([C:12]2[CH:17]=[CH:16][CH:15]=[C:14]([C:18]([O:20]C)=[O:19])[CH:13]=2)=[CH:10][CH:11]=1)(=O)C.[OH-].[Na+].Cl. Product: [SH:4][CH2:5][C:6]1[CH:7]=[C:8]([C:22]([OH:24])=[O:23])[C:9]([C:12]2[CH:17]=[CH:16][CH:15]=[C:14]([C:18]([OH:20])=[O:19])[CH:13]=2)=[CH:10][CH:11]=1. The catalyst class is: 20. (2) Reactant: C(N(CC)CC)C.[CH3:8][C:9]1[CH:17]=[CH:16][CH:15]=[C:14]([CH3:18])[C:10]=1[C:11](Cl)=[O:12].CC1C=C(C)C=C(C)C=1C(Cl)=O.[F:31][C:32]1[CH:49]=[CH:48][C:35]([CH2:36][O:37][C:38]2[CH:47]=[CH:46][CH:45]=[CH:44][C:39]=2/[C:40](=[N:42]/[OH:43])/[NH2:41])=[CH:34][CH:33]=1. Product: [CH3:8][C:9]1[CH:17]=[CH:16][CH:15]=[C:14]([CH3:18])[C:10]=1[C:11]([O:43]/[N:42]=[C:40](\[NH2:41])/[C:39]1[CH:44]=[CH:45][CH:46]=[CH:47][C:38]=1[O:37][CH2:36][C:35]1[CH:34]=[CH:33][C:32]([F:31])=[CH:49][CH:48]=1)=[O:12]. The catalyst class is: 2. (3) Product: [Cl:23]([O-:27])(=[O:26])(=[O:25])=[O:24].[C:1]1([C:11]2[CH:12]=[NH+:13][C:14]3[C:19]([CH:20]=2)=[CH:18][CH:17]=[CH:16][CH:15]=3)[C:10]2[C:5](=[CH:6][CH:7]=[CH:8][CH:9]=2)[CH:4]=[CH:3][CH:2]=1. The catalyst class is: 21. Reactant: [C:1]1([C:11]2[CH:12]=[N:13][C:14]3[C:19]([CH:20]=2)=[CH:18][CH:17]=[CH:16][CH:15]=3)[C:10]2[C:5](=[CH:6][CH:7]=[CH:8][CH:9]=2)[CH:4]=[CH:3][CH:2]=1.CI.[Cl:23]([O-:27])(=[O:26])(=[O:25])=[O:24].[Na+]. (4) Reactant: [C:1]([C:5]1[C:6]([OH:24])=[C:7]([C:13]2[C:22]3[C:17](=[CH:18][CH:19]=[CH:20][CH:21]=3)[CH:16]=[CH:15][C:14]=2[OH:23])[CH:8]=[C:9]([O:11][CH3:12])[CH:10]=1)([CH3:4])([CH3:3])[CH3:2].C(N(CC)CC)C.[CH:32]1[C:45]2[C:36](=[CH:37][C:38]3[C:43]([C:44]=2[O:46][P:47](Cl)Cl)=[CH:42][CH:41]=[CH:40][CH:39]=3)[CH:35]=[CH:34][CH:33]=1. Product: [CH:42]1[C:43]2[C:38](=[CH:37][C:36]3[C:45]([C:44]=2[O:46][P:47]2[O:24][C:6]4[C:5]([C:1]([CH3:4])([CH3:2])[CH3:3])=[CH:10][C:9]([O:11][CH3:12])=[CH:8][C:7]=4[C:13]4[C:22]5[C:17]([CH:16]=[CH:15][C:14]=4[O:23]2)=[CH:18][CH:19]=[CH:20][CH:21]=5)=[CH:32][CH:33]=[CH:34][CH:35]=3)[CH:39]=[CH:40][CH:41]=1. The catalyst class is: 11. (5) Reactant: [F:1][C:2]1[CH:7]=[CH:6][C:5]([CH2:8][C:9]([O:11][CH3:12])=[O:10])=[CH:4][CH:3]=1.C([N-]C(C)C)(C)C.[Li+].Br[CH:22]1[CH2:26][CH2:25][CH2:24][CH2:23]1.[Cl-].[NH4+]. Product: [F:1][C:2]1[CH:3]=[CH:4][C:5]([CH:8]([CH:22]2[CH2:26][CH2:25][CH2:24][CH2:23]2)[C:9]([O:11][CH3:12])=[O:10])=[CH:6][CH:7]=1. The catalyst class is: 7.